From a dataset of Experimentally validated miRNA-target interactions with 360,000+ pairs, plus equal number of negative samples. Binary Classification. Given a miRNA mature sequence and a target amino acid sequence, predict their likelihood of interaction. (1) The miRNA is hsa-miR-517b-3p with sequence AUCGUGCAUCCCUUUAGAGUGU. The protein sequence of the target gene is MAAPSGSVNCEEFAEFQELLKVMRTIDDRIVHELNTTVPTASFAGKIDASQTCKQLYESLMAAHVSRDRVIKNCIAQTSAVVKSLREEREKNLDDLTLLKRLRKEQTKLKWMQSELNVEEVVNDRSWKVFNERCRVHFKPPKNE. Result: 0 (no interaction). (2) The miRNA is hsa-miR-24-3p with sequence UGGCUCAGUUCAGCAGGAACAG. The protein sequence of the target gene is MRNRGQGLFRLRSRCFLHQSLPLGAGRRKGLDVAEPGPSRCRSDSPAVAAVVPAMASYPSGSGKPKAKYPFKKRASLQASTAAPEARGGLGAPPLQSARSLPGPAPCLKHFPLDLRTSMDGKCKEIAEELFTRSLAESELRSAPYEFPEESPIEQLEERRQRLERQISQDVKLEPDILLRAKQDFLKTDSDSDLQLYKEQGEGQGDRSLRERDVLEREFQRVTISGEEKCGVPFTDLLDAAKSVVRALFIREKYMALSLQSFCPTTRRYLQQLAEKPLETRTYEQGPDTPVSADAPVHPP.... Result: 1 (interaction). (3) The miRNA is mmu-miR-5101 with sequence UUUGUUUGUUUUGCUGAUGCAG. The protein sequence of the target gene is MPAPSMDCDVSTLVACVVDVEVFTNQEVKEKFEGLFRTYDECVTFQLFKSFRRVRINFSHPKSAARARIELHETQFRGKKLKLYFAQVQTPETDGDKLHLAPPQPAKQFLISPPSSPPVGWKPISDATPVLNYDLLYAVAKLGPGEKYELHAGTESTPSVVVHVCDSDMEEEEDPKTSPKPKIIQTRRPGLPPSVSN. Result: 1 (interaction). (4) The miRNA is hsa-miR-1827 with sequence UGAGGCAGUAGAUUGAAU. The protein sequence of the target gene is MAPRRLLLVGEGNFSFAAALSETLDQSTQLTATCLQRPAELARDPLAWENLQCLRERGIDVRFGVDCTQLADVFELHEREFDQIYFIFPHCGRKAGVAKNRELLAKFFQSCADVLAEEGEVHVALCRGQGGTPADKPQREWHNSWQVVAMAALGGLILSDVYPFSCKAVAGYKCTGYRSQDKSFHVEGALNHIFTRSLPFEGSQPRIFRIKLGNQWFSFPEPEALVGKLNRGFLEAPSCHPIKTINEKLIAELGKVFPLKRLKCSYPLLPQEGTSVLPFWNCDFLSAAFWISLHEDNSNS.... Result: 1 (interaction). (5) The miRNA is hsa-miR-200b-3p with sequence UAAUACUGCCUGGUAAUGAUGA. The protein sequence of the target gene is MVDYYEVLGVQRHASPEDIKKAYRKLALKWHPDKNPENKEEAERKFKQVAEAYEVLSDAKKRDIYDKYGKEGLNGGGGGGSHFDSPFEFGFTFRNPDDVFREFFGGRDPFSFDFFEDPFEDFFGNRRGPRGSRSRGTGSFFSAFSGFPSFGSGFSSFDTGFTSFGSLGHGGLTSFSSTSFGGSGMGNFKSISTSTKMVNGRKITTKRIVENGQERVEVEEDGQLKSLTINGVADDDALAEERMRRGQNALPAQPAGLRPPKPPRPASLLRHAPHCLSEEEGEQDRPRAPGPWDPLASAAG.... Result: 1 (interaction).